From a dataset of Full USPTO retrosynthesis dataset with 1.9M reactions from patents (1976-2016). Predict the reactants needed to synthesize the given product. (1) Given the product [CH3:12][S:13]([O:11][CH2:2][CH2:3][CH2:4][CH2:5][C:6]([CH3:10])=[C:7]([F:9])[F:8])(=[O:15])=[O:14], predict the reactants needed to synthesize it. The reactants are: C[CH:2]([OH:11])[CH2:3][CH2:4][CH2:5][C:6]([CH3:10])=[C:7]([F:9])[F:8].[CH3:12][S:13](Cl)(=[O:15])=[O:14].C(N(CC)CC)C. (2) Given the product [Cl:1][C:2]1[CH:7]=[C:6]([C:8]2([CH3:9])[O:14][CH2:13][CH2:12][O:10]2)[CH:5]=[C:4]([Cl:11])[N:3]=1, predict the reactants needed to synthesize it. The reactants are: [Cl:1][C:2]1[CH:7]=[C:6]([C:8](=[O:10])[CH3:9])[CH:5]=[C:4]([Cl:11])[N:3]=1.[CH2:12](O)[CH2:13][OH:14].Cl[Si](C)(C)C.